From a dataset of Forward reaction prediction with 1.9M reactions from USPTO patents (1976-2016). Predict the product of the given reaction. (1) Given the reactants [Cl:1][C:2]1[CH:3]=[CH:4][C:5]([NH:10][CH:11]2[CH2:13][CH2:12]2)=C([CH:9]=1)C#N.[OH-:14].[K+].Cl.C1(C)C=CC=CC=1.[CH3:24][CH2:25][OH:26], predict the reaction product. The product is: [Cl:1][C:2]1[CH:3]=[CH:4][C:5]([NH:10][CH:11]2[CH2:13][CH2:12]2)=[C:24]([CH:9]=1)[C:25]([OH:14])=[O:26]. (2) Given the reactants [H-].[Na+].[NH2:3][C:4]1[CH:5]=[C:6]([SH:10])[CH:7]=[CH:8][CH:9]=1.Cl[C:12]1[C:21]2[C:16](=[CH:17][C:18]([O:24][CH2:25][CH2:26][O:27][CH3:28])=[C:19]([O:22][CH3:23])[CH:20]=2)[N:15]=[CH:14][N:13]=1, predict the reaction product. The product is: [CH3:23][O:22][C:19]1[CH:20]=[C:21]2[C:16](=[CH:17][C:18]=1[O:24][CH2:25][CH2:26][O:27][CH3:28])[N:15]=[CH:14][N:13]=[C:12]2[S:10][C:6]1[CH:5]=[C:4]([CH:9]=[CH:8][CH:7]=1)[NH2:3].